This data is from Full USPTO retrosynthesis dataset with 1.9M reactions from patents (1976-2016). The task is: Predict the reactants needed to synthesize the given product. (1) Given the product [C:16]1([C:3]2[C:2]([N:31]3[CH2:32][CH2:33][CH:28]([C:22]4[CH:27]=[CH:26][CH:25]=[CH:24][CH:23]=4)[CH2:29][CH2:30]3)=[N:11][C:10]3[C:5](=[CH:6][CH:7]=[C:8]([C:12]([O:14][CH3:15])=[O:13])[CH:9]=3)[N:4]=2)[CH:21]=[CH:20][CH:19]=[CH:18][CH:17]=1, predict the reactants needed to synthesize it. The reactants are: Br[C:2]1[C:3]([C:16]2[CH:21]=[CH:20][CH:19]=[CH:18][CH:17]=2)=[N:4][C:5]2[C:10]([N:11]=1)=[CH:9][C:8]([C:12]([O:14][CH3:15])=[O:13])=[CH:7][CH:6]=2.[C:22]1([CH:28]2[CH2:33][CH2:32][NH:31][CH2:30][CH2:29]2)[CH:27]=[CH:26][CH:25]=[CH:24][CH:23]=1.CCN(C(C)C)C(C)C. (2) Given the product [Cl:19][C:20]1[CH:28]=[CH:27][C:23]2[C:24](=[O:25])[N:2]=[C:1]([C:3]3[N:8]=[C:7]([CH2:9][CH2:10][C:11]([O:13][C:14]([CH3:15])([CH3:17])[CH3:16])=[O:12])[CH:6]=[C:5]([CH3:18])[CH:4]=3)[S:29][C:22]=2[CH:21]=1, predict the reactants needed to synthesize it. The reactants are: [C:1]([C:3]1[N:8]=[C:7]([CH2:9][CH2:10][C:11]([O:13][C:14]([CH3:17])([CH3:16])[CH3:15])=[O:12])[CH:6]=[C:5]([CH3:18])[CH:4]=1)#[N:2].[Cl:19][C:20]1[CH:21]=[C:22]([SH:29])[C:23](=[CH:27][CH:28]=1)[C:24](O)=[O:25]. (3) Given the product [C:22]([NH:8][CH2:7][CH2:6][C:5]1[CH:9]=[CH:10][C:2]([Br:1])=[CH:3][CH:4]=1)([O:21][C:18]([CH3:20])([CH3:19])[CH3:17])=[O:23], predict the reactants needed to synthesize it. The reactants are: [Br:1][C:2]1[CH:10]=[CH:9][C:5]([CH2:6][CH2:7][NH2:8])=[CH:4][CH:3]=1.C([O-])([O-])=O.[K+].[K+].[CH3:17][C:18]([O:21][C:22](O[C:22]([O:21][C:18]([CH3:20])([CH3:19])[CH3:17])=[O:23])=[O:23])([CH3:20])[CH3:19]. (4) The reactants are: [NH2:1][CH2:2][C:3]([N:5]1[CH2:14][CH2:13][C:12]2[C:7](=[C:8]([N:17]3[CH2:22][CH2:21][N:20]([CH3:23])[CH2:19][CH2:18]3)[CH:9]=[CH:10][C:11]=2[O:15][CH3:16])[CH2:6]1)=[O:4].Cl.[C:25](Cl)(=[O:32])[C:26]1[CH:31]=[CH:30][N:29]=[CH:28][CH:27]=1. Given the product [CH3:16][O:15][C:11]1[CH:10]=[CH:9][C:8]([N:17]2[CH2:18][CH2:19][N:20]([CH3:23])[CH2:21][CH2:22]2)=[C:7]2[C:12]=1[CH2:13][CH2:14][N:5]([C:3](=[O:4])[CH2:2][NH:1][C:25](=[O:32])[C:26]1[CH:31]=[CH:30][N:29]=[CH:28][CH:27]=1)[CH2:6]2, predict the reactants needed to synthesize it. (5) Given the product [N:1]([CH2:5][CH2:6][CH2:7][CH2:8][CH2:9][CH2:10][CH2:11][CH3:12])=[N+:2]=[N-:3], predict the reactants needed to synthesize it. The reactants are: [N-:1]=[N+:2]=[N-:3].[Na+].[CH2:5](Br)[CH2:6][CH2:7][CH2:8][CH2:9][CH2:10][CH2:11][CH3:12]. (6) Given the product [CH2:8]([O:15][C:4](=[O:5])[CH2:3][CH2:2][C:1]([OH:6])=[O:7])[C:9]1[CH:14]=[CH:13][CH:12]=[CH:11][CH:10]=1, predict the reactants needed to synthesize it. The reactants are: [C:1]1(=[O:7])[O:6][C:4](=[O:5])[CH2:3][CH2:2]1.[CH2:8]([OH:15])[C:9]1[CH:14]=[CH:13][CH:12]=[CH:11][CH:10]=1.N1C=CC=CC=1.C(O)(=O)CC(CC(O)=O)(C(O)=O)O. (7) Given the product [F:24][C:16]1[CH:15]=[CH:20][C:19]([N+:21]([O-:23])=[O:22])=[CH:18][C:9]=1[CH2:7][N:3]([CH3:2])[CH3:4], predict the reactants needed to synthesize it. The reactants are: C[CH2:2][N:3]([CH:7]([CH3:9])C)[CH:4](C)C.CNC.BrC[C:15]1[CH:20]=[C:19]([N+:21]([O-:23])=[O:22])[CH:18]=C[C:16]=1[F:24].CCOC(C)=O.